From a dataset of Full USPTO retrosynthesis dataset with 1.9M reactions from patents (1976-2016). Predict the reactants needed to synthesize the given product. (1) The reactants are: FC(F)(F)C(O)=O.C([N:15](CC1C=CC=CC=1)[C:16]1[CH:17]=[C:18]2[C:23](=[CH:24][CH:25]=1)[C:22](Cl)=[N:21][CH:20]=[C:19]2[CH3:27])C1C=CC=CC=1.[NH3:35]. Given the product [CH3:27][C:19]1[C:18]2[C:23](=[CH:24][CH:25]=[C:16]([NH2:15])[CH:17]=2)[C:22]([NH2:35])=[N:21][CH:20]=1, predict the reactants needed to synthesize it. (2) Given the product [O:1]=[S:2]1(=[O:37])[C:6]2[CH:7]=[CH:8][CH:9]=[CH:10][C:5]=2[C:4]([NH:11][C@@H:12]([CH2:17][C:18]2[CH:23]=[CH:22][C:21]([O:24][CH2:25][CH2:26][N:27]([C:29]([CH:31]3[CH2:32][CH2:33][CH2:34][CH2:35][CH2:36]3)=[O:30])[CH3:28])=[CH:20][CH:19]=2)[C:13]([OH:15])=[O:14])=[N:3]1, predict the reactants needed to synthesize it. The reactants are: [O:1]=[S:2]1(=[O:37])[C:6]2[CH:7]=[CH:8][CH:9]=[CH:10][C:5]=2[C:4]([NH:11][C@@H:12]([CH2:17][C:18]2[CH:23]=[CH:22][C:21]([O:24][CH2:25][CH2:26][N:27]([C:29]([CH:31]3[CH2:36][CH2:35][CH2:34][CH2:33][CH2:32]3)=[O:30])[CH3:28])=[CH:20][CH:19]=2)[C:13]([O:15]C)=[O:14])=[N:3]1.[Li+].[OH-].Cl.O. (3) The reactants are: [C:1]1([OH:13])[CH:12]=[C:6]([CH2:7][CH2:8][CH2:9][CH2:10][CH3:11])[CH:5]=[C:3]([OH:4])[CH:2]=1.O.[C:15]1(O)([CH3:24])[CH2:20][CH2:19][CH:18]([C:21]([CH3:23])=[CH2:22])[CH:17]=[CH:16]1. Given the product [CH3:11][CH2:10][CH2:9][CH2:8][CH2:7][C:6]1[CH:12]=[C:1]([OH:13])[C:2]([C@@H:17]2[C@@H:18]([C:21]([CH3:23])=[CH2:22])[CH2:19][CH2:20][C:15]([CH3:24])=[CH:16]2)=[C:3]([OH:4])[CH:5]=1, predict the reactants needed to synthesize it. (4) Given the product [Br:1][C:2]1[CH:12]=[CH:11][C:5]([CH2:6][N:7]([CH:8]2[CH2:9][CH2:10]2)[CH2:14][CH3:15])=[C:4]([CH3:13])[CH:3]=1, predict the reactants needed to synthesize it. The reactants are: [Br:1][C:2]1[CH:12]=[CH:11][C:5]([CH2:6][NH:7][CH:8]2[CH2:10][CH2:9]2)=[C:4]([CH3:13])[CH:3]=1.[CH2:14](I)[CH3:15]. (5) The reactants are: [Cl:1][C:2]1[CH:7]=[CH:6][CH:5]=[CH:4][C:3]=1[C:8]1[C:13]2[CH2:14][O:15][C:16](=[O:26])[N:17]([C:18]3[C:23]([Cl:24])=[CH:22][CH:21]=[CH:20][C:19]=3[Cl:25])[C:12]=2[CH:11]=[C:10]([C:27]([N:29]2[CH2:34][CH2:33][N:32]([CH:35]([CH3:37])[CH3:36])[CH2:31][CH2:30]2)=O)[CH:9]=1.B. Given the product [Cl:1][C:2]1[CH:7]=[CH:6][CH:5]=[CH:4][C:3]=1[C:8]1[C:13]2[CH2:14][O:15][C:16](=[O:26])[N:17]([C:18]3[C:23]([Cl:24])=[CH:22][CH:21]=[CH:20][C:19]=3[Cl:25])[C:12]=2[CH:11]=[C:10]([CH2:27][N:29]2[CH2:34][CH2:33][N:32]([CH:35]([CH3:37])[CH3:36])[CH2:31][CH2:30]2)[CH:9]=1, predict the reactants needed to synthesize it.